Predict the reactants needed to synthesize the given product. From a dataset of Full USPTO retrosynthesis dataset with 1.9M reactions from patents (1976-2016). (1) Given the product [CH2:33]([O:35][C:36](=[O:49])[C:37]([O:40][C:41]1[CH:46]=[CH:45][C:44]([NH:47][C:18](=[O:19])[CH:17]([C:16]2[N:8]([C:5]3[CH:4]=[CH:3][C:2]([Cl:1])=[CH:7][CH:6]=3)[N:9]=[C:10]3[C:15]=2[CH:14]=[C:13]([F:27])[C:12]([F:28])=[CH:11]3)[CH:21]2[CH2:22][CH2:23][CH2:24][CH2:25][CH2:26]2)=[C:43]([F:48])[CH:42]=1)([CH3:39])[CH3:38])[CH3:34], predict the reactants needed to synthesize it. The reactants are: [Cl:1][C:2]1[CH:7]=[CH:6][C:5]([N:8]2[C:16]([CH:17]([CH:21]3[CH2:26][CH2:25][CH2:24][CH2:23][CH2:22]3)[C:18](O)=[O:19])=[C:15]3[C:10]([CH:11]=[C:12]([F:28])[C:13]([F:27])=[CH:14]3)=[N:9]2)=[CH:4][CH:3]=1.S(Cl)(Cl)=O.[CH2:33]([O:35][C:36](=[O:49])[C:37]([O:40][C:41]1[CH:46]=[CH:45][C:44]([NH2:47])=[C:43]([F:48])[CH:42]=1)([CH3:39])[CH3:38])[CH3:34]. (2) Given the product [Cl:14][C:15]1[CH:16]=[C:17]([CH:20]=[CH:21][CH:22]=1)[CH2:18][N:10]1[CH:9]=[CH:8][CH:7]=[C:3]([C:4]([OH:6])=[O:5])[C:2]1=[O:1], predict the reactants needed to synthesize it. The reactants are: [OH:1][C:2]1[N:10]=[CH:9][CH:8]=[CH:7][C:3]=1[C:4]([OH:6])=[O:5].O.[OH-].[Na+].[Cl:14][C:15]1[CH:16]=[C:17]([CH:20]=[CH:21][CH:22]=1)[CH2:18]Br. (3) Given the product [CH3:1][O:2][C:3]1[N:8]=[C:7](/[CH:9]=[CH:10]/[C:11]2[N:29]=[C:14]3[C:15]([C:19]4[CH:24]=[CH:23][CH:22]=[CH:21][C:20]=4[C:25]([F:28])([F:27])[F:26])([OH:38])[CH2:16][CH2:17][CH2:18][N:13]3[N:12]=2)[CH:6]=[CH:5][C:4]=1[N:30]1[CH:34]=[C:33]([CH3:35])[N:32]=[CH:31]1, predict the reactants needed to synthesize it. The reactants are: [CH3:1][O:2][C:3]1[N:8]=[C:7](/[CH:9]=[CH:10]/[C:11]2[N:29]=[C:14]3[CH:15]([C:19]4[CH:24]=[CH:23][CH:22]=[CH:21][C:20]=4[C:25]([F:28])([F:27])[F:26])[CH2:16][CH2:17][CH2:18][N:13]3[N:12]=2)[CH:6]=[CH:5][C:4]=1[N:30]1[CH:34]=[C:33]([CH3:35])[N:32]=[CH:31]1.[H-].[Na+].[O:38]=O.